Dataset: Forward reaction prediction with 1.9M reactions from USPTO patents (1976-2016). Task: Predict the product of the given reaction. (1) Given the reactants [N:1]1[CH:6]=[CH:5][C:4]([CH2:7][NH:8][C:9]2[N:17]=[C:16]3[C:12]([NH:13][C:14](=[O:27])[N:15]3[CH2:18][C:19]3[CH:24]=[CH:23][C:22]([CH2:25]Cl)=[CH:21][CH:20]=3)=[C:11]([NH2:28])[N:10]=2)=[CH:3][CH:2]=1.[CH3:29][NH:30][CH2:31][CH2:32][CH2:33][CH2:34][O:35][C:36]1[CH:37]=[C:38]([CH:44]=[CH:45][CH:46]=1)[CH2:39][C:40]([O:42][CH3:43])=[O:41].C(N(C(C)C)C(C)C)C, predict the reaction product. The product is: [N:1]1[CH:6]=[CH:5][C:4]([CH2:7][NH:8][C:9]2[N:17]=[C:16]3[C:12]([NH:13][C:14](=[O:27])[N:15]3[CH2:18][C:19]3[CH:24]=[CH:23][C:22]([CH2:25][N:30]([CH3:29])[CH2:31][CH2:32][CH2:33][CH2:34][O:35][C:36]4[CH:46]=[CH:45][CH:44]=[C:38]([CH2:39][C:40]([O:42][CH3:43])=[O:41])[CH:37]=4)=[CH:21][CH:20]=3)=[C:11]([NH2:28])[N:10]=2)=[CH:3][CH:2]=1. (2) The product is: [C:16](=[O:17])([O:18][CH2:19][CH3:20])[O:13][C:6]1[CH:7]=[C:8]([CH:10]([CH3:12])[CH3:11])[CH:9]=[C:4]([CH:1]([CH3:3])[CH3:2])[C:5]=1[O:14][C:16](=[O:17])[O:18][CH2:19][CH3:20]. Given the reactants [CH:1]([C:4]1[CH:9]=[C:8]([CH:10]([CH3:12])[CH3:11])[CH:7]=[C:6]([OH:13])[C:5]=1[OH:14])([CH3:3])[CH3:2].Cl[C:16]([O:18][CH2:19][CH3:20])=[O:17], predict the reaction product. (3) Given the reactants Br[C:2]1[CH:3]=[C:4]2[C:9](=[CH:10][CH:11]=1)[O:8][CH:7]([C:12]1[CH:17]=[CH:16][CH:15]=[CH:14][N:13]=1)[CH2:6][C:5]2=[O:18].[C:19]([C:21]1[CH:22]=[C:23](B(O)O)[CH:24]=[CH:25][CH:26]=1)#[N:20], predict the reaction product. The product is: [O:18]=[C:5]1[C:4]2[C:9](=[CH:10][CH:11]=[C:2]([C:25]3[CH:26]=[C:21]([CH:22]=[CH:23][CH:24]=3)[C:19]#[N:20])[CH:3]=2)[O:8][CH:7]([C:12]2[CH:17]=[CH:16][CH:15]=[CH:14][N:13]=2)[CH2:6]1. (4) Given the reactants [C:1]([O:5][C:6](=[O:15])[NH:7][CH:8]1[CH2:13][CH2:12][CH:11]([NH2:14])[CH2:10][CH2:9]1)([CH3:4])([CH3:3])[CH3:2].[CH3:16][C:17](OC(C)=O)=[O:18], predict the reaction product. The product is: [C:1]([O:5][C:6](=[O:15])[NH:7][CH:8]1[CH2:9][CH2:10][CH:11]([NH:14][C:17](=[O:18])[CH3:16])[CH2:12][CH2:13]1)([CH3:4])([CH3:2])[CH3:3]. (5) Given the reactants C(OC(=O)[NH:7][C:8]1[CH2:9][O:10][CH2:11][C@:12]([C:17]2[CH:22]=[C:21]([NH2:23])[CH:20]=[CH:19][C:18]=2[F:24])([CH:14]([F:16])[F:15])[N:13]=1)(C)(C)C.[Br:26][C:27]1[CH:28]=[N:29][C:30]2[C:35]([CH:36]=1)=[CH:34][CH:33]=[N:32][C:31]=2Cl.C([O-])(O)=O.[Na+], predict the reaction product. The product is: [NH2:7][C:8]1[CH2:9][O:10][CH2:11][C@:12]([C:17]2[CH:22]=[C:21]([NH:23][C:31]3[N:32]=[CH:33][CH:34]=[C:35]4[C:30]=3[N:29]=[CH:28][C:27]([Br:26])=[CH:36]4)[CH:20]=[CH:19][C:18]=2[F:24])([CH:14]([F:15])[F:16])[N:13]=1.